Task: Predict the reaction yield, written as a fraction of the theoretical maximum amount of product (1.0 means a 100% yield; for example, 0.34 means a 34% yield).. Dataset: Reaction yield outcomes from USPTO patents with 853,638 reactions (1) The reactants are C([O:8][C:9]1[CH:18]=[C:17]2[C:12]([CH:13]=[C:14]([C:19]([O:21][CH2:22][CH3:23])=[O:20])[CH:15]=[N:16]2)=[N:11][CH:10]=1)C1C=CC=CC=1.C(OC1C=NC2C(C=1)=NC=C(Br)C=2)C1C=CC=CC=1.CCN(CC)CC. The catalyst is CCO.C1C=CC(C#N)=CC=1.C1C=CC(C#N)=CC=1.Cl[Pd]Cl.C1C=CC(P(C2C=CC=CC=2)[C-]2C=CC=C2)=CC=1.C1C=CC(P(C2C=CC=CC=2)[C-]2C=CC=C2)=CC=1.[Fe+2]. The product is [OH:8][C:9]1[CH:18]=[C:17]2[C:12]([CH:13]=[C:14]([C:19]([O:21][CH2:22][CH3:23])=[O:20])[CH:15]=[N:16]2)=[N:11][CH:10]=1. The yield is 0.670. (2) The reactants are [O:1]=[C:2]1[N:6]([CH2:7][O:8][CH2:9][CH2:10][Si:11]([CH3:14])([CH3:13])[CH3:12])[C:5]2[CH:15]=[CH:16][C:17]([CH:19]([C:21]3[CH:25]=[CH:24][N:23]([C:26]4[N:31]=[CH:30][C:29]([CH:32]([O:34][CH2:35][C:36]([O:38]CC)=[O:37])[CH3:33])=[CH:28][CH:27]=4)[N:22]=3)[CH3:20])=[CH:18][C:4]=2[S:3]1.[OH-].[Li+].O.[OH-].[Na+]. The catalyst is O1CCCC1. The product is [O:1]=[C:2]1[N:6]([CH2:7][O:8][CH2:9][CH2:10][Si:11]([CH3:14])([CH3:13])[CH3:12])[C:5]2[CH:15]=[CH:16][C:17]([CH:19]([C:21]3[CH:25]=[CH:24][N:23]([C:26]4[N:31]=[CH:30][C:29]([CH:32]([O:34][CH2:35][C:36]([OH:38])=[O:37])[CH3:33])=[CH:28][CH:27]=4)[N:22]=3)[CH3:20])=[CH:18][C:4]=2[S:3]1. The yield is 1.08. (3) The reactants are [O:1]1[CH2:6][CH2:5][CH2:4][CH:3]([C:7]([OH:9])=[O:8])[CH2:2]1.C(Cl)(=O)C(Cl)=O.[CH2:16](O)[C:17]1[CH:22]=[CH:21][CH:20]=[CH:19][CH:18]=1. The catalyst is ClCCl.CN(C)C=O. The product is [CH2:16]([O:8][C:7]([CH:3]1[CH2:4][CH2:5][CH2:6][O:1][CH2:2]1)=[O:9])[C:17]1[CH:22]=[CH:21][CH:20]=[CH:19][CH:18]=1. The yield is 0.960. (4) The reactants are C[O:2][C:3](=O)[CH2:4][C:5]([NH:7][C:8]1[CH:13]=[CH:12][C:11]([O:14][CH:15]([C:17]2[CH:22]=[CH:21][CH:20]=[C:19]([F:23])[CH:18]=2)[CH3:16])=[CH:10][CH:9]=1)=[O:6].[OH-].[NH4+:26]. No catalyst specified. The product is [F:23][C:19]1[CH:18]=[C:17]([CH:15]([O:14][C:11]2[CH:12]=[CH:13][C:8]([NH:7][C:5](=[O:6])[CH2:4][C:3]([NH2:26])=[O:2])=[CH:9][CH:10]=2)[CH3:16])[CH:22]=[CH:21][CH:20]=1. The yield is 0.550.